From a dataset of Forward reaction prediction with 1.9M reactions from USPTO patents (1976-2016). Predict the product of the given reaction. Given the reactants C(Cl)(=[O:3])C.[CH3:5][CH2:6][O:7][CH2:8][CH3:9].[C:10]1([CH3:16])[CH:15]=C[CH:13]=[CH:12][CH:11]=1, predict the reaction product. The product is: [CH3:13][CH2:12][CH2:11][CH:10]([CH3:16])[CH3:15].[C:6]([O:7][CH2:8][CH3:9])(=[O:3])[CH3:5].